This data is from NCI-60 drug combinations with 297,098 pairs across 59 cell lines. The task is: Regression. Given two drug SMILES strings and cell line genomic features, predict the synergy score measuring deviation from expected non-interaction effect. (1) Drug 1: C1CC2CC3=C(CC1C24CN(S(=O)(=O)N4)CC(F)(F)F)C=CC(=C3)C=CCN5CCC(CC5)C(F)(F)F. Drug 2: CC1CC2C3CCC4=CC(=O)C=CC4(C3(C(CC2(C1(C(=O)CO)O)C)O)F)C. Cell line: HT29. Synergy scores: CSS=65.3, Synergy_ZIP=5.69, Synergy_Bliss=8.48, Synergy_Loewe=-15.7, Synergy_HSA=8.08. (2) Drug 1: CC1C(C(CC(O1)OC2CC(CC3=C2C(=C4C(=C3O)C(=O)C5=C(C4=O)C(=CC=C5)OC)O)(C(=O)C)O)N)O.Cl. Drug 2: CCC1=C2CN3C(=CC4=C(C3=O)COC(=O)C4(CC)O)C2=NC5=C1C=C(C=C5)O. Cell line: A498. Synergy scores: CSS=23.7, Synergy_ZIP=-11.1, Synergy_Bliss=-2.05, Synergy_Loewe=-4.10, Synergy_HSA=-0.328. (3) Drug 1: CNC(=O)C1=CC=CC=C1SC2=CC3=C(C=C2)C(=NN3)C=CC4=CC=CC=N4. Drug 2: CCCCC(=O)OCC(=O)C1(CC(C2=C(C1)C(=C3C(=C2O)C(=O)C4=C(C3=O)C=CC=C4OC)O)OC5CC(C(C(O5)C)O)NC(=O)C(F)(F)F)O. Cell line: UACC-257. Synergy scores: CSS=-2.04, Synergy_ZIP=0.886, Synergy_Bliss=-1.16, Synergy_Loewe=-2.23, Synergy_HSA=-2.87.